This data is from Microsomal clearance measurements from AstraZeneca. The task is: Regression/Classification. Given a drug SMILES string, predict its absorption, distribution, metabolism, or excretion properties. Task type varies by dataset: regression for continuous measurements (e.g., permeability, clearance, half-life) or binary classification for categorical outcomes (e.g., BBB penetration, CYP inhibition). For this dataset (clearance_microsome_az), we predict log10(clearance) (log10 of the in vitro intrinsic clearance, CLint, in uL/min per mg of human liver microsomal protein, equivalently mL/min/g; values are censored to the assay range of 3 to 150, which is 0.477 to 2.18 on this log10 scale). (1) The molecule is CCC(CC)NC(=O)c1cnn(-c2ccccc2)c1NS(=O)(=O)C1CCCC1. The log10(clearance) is 0.480. (2) The compound is Clc1cccc(-c2cnc3ccc(NC4CCOCC4)nn23)c1. The log10(clearance) is 0.960. (3) The compound is COCc1ccoc1C(=O)N(c1ccc(OC)cc1OC)C(C(=O)NC[C@@H](C)O)c1ccccc1F. The log10(clearance) is 1.88. (4) The molecule is C[C@@](C(=O)O[C@H]1C[N+]2(CC(=O)Nc3cccc(F)c3)CCC1CC2)(c1ccccc1)N1CCCCC1. The log10(clearance) is 1.53. (5) The compound is CCCNC(=O)CSc1ccc(S(=O)(=O)N2CCCC2)cn1. The log10(clearance) is 1.10. (6) The molecule is Cc1cc(Nc2cncc(N[C@@H](C)c3ncc(F)cn3)n2)n[nH]1. The log10(clearance) is 1.20. (7) The drug is O=c1[nH]c2c(O)ccc([C@@H](O)CNCCCSCCOCCc3cccc4ccccc34)c2s1. The log10(clearance) is 1.85.